This data is from NCI-60 drug combinations with 297,098 pairs across 59 cell lines. The task is: Regression. Given two drug SMILES strings and cell line genomic features, predict the synergy score measuring deviation from expected non-interaction effect. (1) Drug 1: CN1C(=O)N2C=NC(=C2N=N1)C(=O)N. Drug 2: C(CC(=O)O)C(=O)CN.Cl. Cell line: TK-10. Synergy scores: CSS=1.86, Synergy_ZIP=-2.69, Synergy_Bliss=-3.99, Synergy_Loewe=-3.04, Synergy_HSA=-2.70. (2) Drug 1: CC1C(C(=O)NC(C(=O)N2CCCC2C(=O)N(CC(=O)N(C(C(=O)O1)C(C)C)C)C)C(C)C)NC(=O)C3=C4C(=C(C=C3)C)OC5=C(C(=O)C(=C(C5=N4)C(=O)NC6C(OC(=O)C(N(C(=O)CN(C(=O)C7CCCN7C(=O)C(NC6=O)C(C)C)C)C)C(C)C)C)N)C. Drug 2: CC1=C(N=C(N=C1N)C(CC(=O)N)NCC(C(=O)N)N)C(=O)NC(C(C2=CN=CN2)OC3C(C(C(C(O3)CO)O)O)OC4C(C(C(C(O4)CO)O)OC(=O)N)O)C(=O)NC(C)C(C(C)C(=O)NC(C(C)O)C(=O)NCCC5=NC(=CS5)C6=NC(=CS6)C(=O)NCCC[S+](C)C)O. Cell line: KM12. Synergy scores: CSS=37.0, Synergy_ZIP=-11.9, Synergy_Bliss=-10.3, Synergy_Loewe=-7.26, Synergy_HSA=-7.15. (3) Drug 1: CS(=O)(=O)C1=CC(=C(C=C1)C(=O)NC2=CC(=C(C=C2)Cl)C3=CC=CC=N3)Cl. Drug 2: CC(CN1CC(=O)NC(=O)C1)N2CC(=O)NC(=O)C2. Cell line: CCRF-CEM. Synergy scores: CSS=53.6, Synergy_ZIP=-2.96, Synergy_Bliss=-6.00, Synergy_Loewe=-10.3, Synergy_HSA=-5.74. (4) Synergy scores: CSS=41.0, Synergy_ZIP=-4.65, Synergy_Bliss=-2.62, Synergy_Loewe=-15.5, Synergy_HSA=-0.101. Cell line: NCI-H522. Drug 1: C1=NC2=C(N1)C(=S)N=C(N2)N. Drug 2: CCC1(CC2CC(C3=C(CCN(C2)C1)C4=CC=CC=C4N3)(C5=C(C=C6C(=C5)C78CCN9C7C(C=CC9)(C(C(C8N6C)(C(=O)OC)O)OC(=O)C)CC)OC)C(=O)OC)O.OS(=O)(=O)O.